From a dataset of Forward reaction prediction with 1.9M reactions from USPTO patents (1976-2016). Predict the product of the given reaction. (1) Given the reactants Br[C:2]1[C:3](=[O:8])[CH2:4][CH2:5][C:6]=1[CH3:7].C([O-])([O-])=O.[K+].[K+].[C:15]([C:17]1[CH:22]=[CH:21][C:20](B(O)O)=[CH:19][CH:18]=1)#[N:16].C1(P(C2C=CC=CC=2)C2C=CC=CC=2)C=CC=CC=1, predict the reaction product. The product is: [CH3:7][C:6]1[CH2:5][CH2:4][C:3](=[O:8])[C:2]=1[C:20]1[CH:21]=[CH:22][C:17]([C:15]#[N:16])=[CH:18][CH:19]=1. (2) The product is: [Br:1][C:2]1[CH:7]=[CH:6][C:5]([CH2:8][NH:9][C:31]([CH:27]2[CH2:28][CH2:29][CH2:30][CH:25]([NH:24][C:18]3[N:17]=[C:16]([CH3:15])[N:21]=[C:20]([NH:22][CH3:23])[N:19]=3)[CH2:26]2)=[O:32])=[C:4]([O:10][C:11]([F:12])([F:13])[F:14])[CH:3]=1. Given the reactants [Br:1][C:2]1[CH:7]=[CH:6][C:5]([CH2:8][NH2:9])=[C:4]([O:10][C:11]([F:14])([F:13])[F:12])[CH:3]=1.[CH3:15][C:16]1[N:21]=[C:20]([NH:22][CH3:23])[N:19]=[C:18]([NH:24][CH:25]2[CH2:30][CH2:29][CH2:28][CH:27]([C:31](O)=[O:32])[CH2:26]2)[N:17]=1.F[P-](F)(F)(F)(F)F.N1(O[P+](N(C)C)(N(C)C)N(C)C)C2C=CC=CC=2N=N1.C(N(C(C)C)CC)(C)C, predict the reaction product. (3) Given the reactants N1C=[CH:5][CH:4]=[CH:3][CH:2]=1.F[C:8](F)([C:27](F)(F)F)[C:9](F)(F)[C:10](F)(F)[C:11](F)(F)[C:12](F)(F)[C:13](F)(F)[C:14](Cl)=O.O, predict the reaction product. The product is: [CH2:27]=[CH:8][C:9]1[CH:14]=[CH:13][CH:12]=[CH:11][CH:10]=1.[CH2:2]=[CH:3][CH:4]=[CH2:5].[CH2:27]=[CH:8][C:9]1[CH:14]=[CH:13][CH:12]=[CH:11][CH:10]=1.